From a dataset of Catalyst prediction with 721,799 reactions and 888 catalyst types from USPTO. Predict which catalyst facilitates the given reaction. (1) Reactant: [OH-].[Na+].C[O:4][C:5](=[O:42])[CH2:6][C:7]1[CH:8]=[C:9]([C:16]2[CH:21]=[CH:20][C:19]([C:22]([CH2:40][CH3:41])([C:25]3[CH:30]=[CH:29][C:28](/[CH:31]=[CH:32]/[C:33]([CH2:37][CH3:38])([OH:36])[CH2:34][CH3:35])=[C:27]([CH3:39])[CH:26]=3)[CH2:23][CH3:24])=[CH:18][CH:17]=2)[C:10]([OH:15])=[C:11]([O:13][CH3:14])[CH:12]=1.[Cl-].[NH4+]. Product: [CH2:23]([C:22]([C:19]1[CH:18]=[CH:17][C:16]([C:9]2[C:10]([OH:15])=[C:11]([O:13][CH3:14])[CH:12]=[C:7]([CH2:6][C:5]([OH:42])=[O:4])[CH:8]=2)=[CH:21][CH:20]=1)([C:25]1[CH:30]=[CH:29][C:28](/[CH:31]=[CH:32]/[C:33]([CH2:34][CH3:35])([OH:36])[CH2:37][CH3:38])=[C:27]([CH3:39])[CH:26]=1)[CH2:40][CH3:41])[CH3:24]. The catalyst class is: 111. (2) Reactant: [H-].C[O:3]CCO[Al+]OCCOC.[Na+].[H-].[Br:15][C:16]1[CH:21]=[CH:20][C:19]([S:22][CH:23]2[CH2:25][CH2:24]2)=[C:18]([Cl:26])[CH:17]=1.CO.[OH2:29]. Product: [Br:15][C:16]1[CH:21]=[CH:20][C:19]([S:22]([CH:23]2[CH2:24][CH2:25]2)(=[O:3])=[O:29])=[C:18]([Cl:26])[CH:17]=1. The catalyst class is: 7. (3) Reactant: [CH:1]1([NH:4][C:5]([C:7]2[O:11][N:10]=[C:9]([C:12]([O:14]CC)=[O:13])[CH:8]=2)=[O:6])[CH2:3][CH2:2]1.[OH-].[Na+]. Product: [CH:1]1([NH:4][C:5]([C:7]2[O:11][N:10]=[C:9]([C:12]([OH:14])=[O:13])[CH:8]=2)=[O:6])[CH2:2][CH2:3]1. The catalyst class is: 8. (4) Reactant: [CH3:1][CH2:2][O:3][C:4]([C@H:6]1[CH2:10][CH2:9][C:8](=[O:11])[N:7]1[C:12]([O:14][C:15]([CH3:18])([CH3:17])[CH3:16])=[O:13])=[O:5].O.[Cl:20][C:21]1[CH:22]=[C:23]([Mg]Br)[CH:24]=[CH:25][CH:26]=1. Product: [C:15]([O:14][C:12]([NH:7][C@H:6]([CH2:10][CH2:9][C:8]([C:25]1[CH:24]=[CH:23][CH:22]=[C:21]([Cl:20])[CH:26]=1)=[O:11])[C:4]([O:3][CH2:2][CH3:1])=[O:5])=[O:13])([CH3:18])([CH3:17])[CH3:16]. The catalyst class is: 7. (5) Reactant: [Br:1][C:2]1[CH:7]=[CH:6][C:5]([F:8])=[CH:4][C:3]=1[F:9].[Br:10]N1C(=O)CCC1=O. Product: [Br:1][C:2]1[CH:7]=[C:6]([Br:10])[C:5]([F:8])=[CH:4][C:3]=1[F:9]. The catalyst class is: 65.